Dataset: Reaction yield outcomes from USPTO patents with 853,638 reactions. Task: Predict the reaction yield, written as a fraction of the theoretical maximum amount of product (1.0 means a 100% yield; for example, 0.34 means a 34% yield). (1) The reactants are [Cl:1][C:2]1[C:3]([O:12][C:13]2[CH:18]=[C:17]([O:19][CH2:20][CH2:21][O:22][CH3:23])[CH:16]=[CH:15][C:14]=2[CH2:24][CH2:25][CH2:26][NH2:27])=[N:4][CH:5]=[C:6]([C:8]([F:11])([F:10])[F:9])[CH:7]=1.N1C=CC=CC=1.[CH3:34][CH:35]([S:37](Cl)(=[O:39])=[O:38])[CH3:36].Cl. The catalyst is C(OCC)(=O)C. The product is [Cl:1][C:2]1[C:3]([O:12][C:13]2[CH:18]=[C:17]([O:19][CH2:20][CH2:21][O:22][CH3:23])[CH:16]=[CH:15][C:14]=2[CH2:24][CH2:25][CH2:26][NH:27][S:37]([CH:35]([CH3:36])[CH3:34])(=[O:39])=[O:38])=[N:4][CH:5]=[C:6]([C:8]([F:9])([F:11])[F:10])[CH:7]=1. The yield is 0.0600. (2) The reactants are [CH3:1][C:2]([CH3:58])([CH2:10][C:11]([O:13][C@H:14]1[CH2:31][CH2:30][C@@:29]2([CH3:32])[C@@H:16]([CH2:17][CH2:18][C@:19]3([CH3:55])[C@@H:28]2[CH2:27][CH2:26][C@H:25]2[C@@:20]3([CH3:54])[CH2:21][CH2:22][C@@:23]3(/[CH:40]=[CH:41]/[C:42]([NH:44][C@H:45]([C:47]4[CH:52]=[CH:51][C:50]([Cl:53])=[CH:49][CH:48]=4)[CH3:46])=[O:43])[CH2:35][C:34](=[O:36])[C:33]([CH:37]([CH3:39])[CH3:38])=[C:24]32)[C:15]1([CH3:57])[CH3:56])=[O:12])[C:3]([O:5]C(C)(C)C)=[O:4].[C:59]([OH:65])([C:61]([F:64])([F:63])[F:62])=[O:60].CC#N. The catalyst is ClCCl. The product is [C:59]([OH:65])([C:61]([F:64])([F:63])[F:62])=[O:60].[OH2:4].[Cl:53][C:50]1[CH:49]=[CH:48][C:47]([C@@H:45]([NH:44][C:42](=[O:43])/[CH:41]=[CH:40]/[C@:23]23[CH2:35][C:34](=[O:36])[C:33]([CH:37]([CH3:39])[CH3:38])=[C:24]2[C@@H:25]2[C@@:20]([CH3:54])([CH2:21][CH2:22]3)[C@@:19]3([CH3:55])[C@@H:28]([C@:29]4([CH3:32])[C@@H:16]([CH2:17][CH2:18]3)[C:15]([CH3:56])([CH3:57])[C@@H:14]([O:13][C:11](=[O:12])[CH2:10][C:2]([CH3:1])([CH3:58])[C:3]([OH:5])=[O:4])[CH2:31][CH2:30]4)[CH2:27][CH2:26]2)[CH3:46])=[CH:52][CH:51]=1. The yield is 0.000500. (3) The reactants are O[C:2]1[C:10]([NH:11][C:12](=[O:14])[CH3:13])=[CH:9][CH:8]=[C:7]2[C:3]=1[C:4](=[O:15])[CH2:5][CH2:6]2.C1(C)C=CC(S([O-])(=O)=O)=CC=1.[NH+]1C=CC=CC=1. The catalyst is C1(C)C(C)=CC=CC=1. The product is [CH3:13][C:12]1[O:14][C:2]2[C:3]3[C:4](=[O:15])[CH2:5][CH2:6][C:7]=3[CH:8]=[CH:9][C:10]=2[N:11]=1. The yield is 0.850. (4) The reactants are [CH2:1]([N:8]1[CH:12]=[C:11]([CH3:13])[N:10]=[C:9]1[CH:14]=O)[C:2]1[CH:7]=[CH:6][CH:5]=[CH:4][CH:3]=1.[CH:16](=[N:23]/[C:24]1[CH:32]=[CH:31][CH:30]=[C:29]2[C:25]=1[CH2:26][O:27][C:28]2=[O:33])\[C:17]1[CH:22]=[CH:21][CH:20]=[CH:19][CH:18]=1.[CH3:34][O-:35].[Na+].C(OCC)(=O)CC. No catalyst specified. The product is [CH2:1]([N:8]1[CH:12]=[C:11]([CH3:13])[N:10]=[C:9]1[CH:14]1[C:34](=[O:35])[C:25]2[C:29]([C:28]([O:27][CH3:26])=[O:33])=[CH:30][CH:31]=[CH:32][C:24]=2[NH:23][CH:16]1[C:17]1[CH:22]=[CH:21][CH:20]=[CH:19][CH:18]=1)[C:2]1[CH:3]=[CH:4][CH:5]=[CH:6][CH:7]=1. The yield is 0.250.